Dataset: Peptide-MHC class I binding affinity with 185,985 pairs from IEDB/IMGT. Task: Regression. Given a peptide amino acid sequence and an MHC pseudo amino acid sequence, predict their binding affinity value. This is MHC class I binding data. The peptide sequence is TSTLQEQIAW. The MHC is HLA-A26:01 with pseudo-sequence HLA-A26:01. The binding affinity (normalized) is 0.